This data is from Full USPTO retrosynthesis dataset with 1.9M reactions from patents (1976-2016). The task is: Predict the reactants needed to synthesize the given product. (1) Given the product [CH3:1][C:2]1[N:11]=[C:10]2[C:5]([CH2:6][CH2:7][C:8](=[O:12])[NH:9]2)=[CH:4][CH:3]=1, predict the reactants needed to synthesize it. The reactants are: [CH3:1][C:2]1[N:11]=[C:10]2[C:5]([CH:6]=[CH:7][C:8](=[O:12])[NH:9]2)=[CH:4][CH:3]=1. (2) Given the product [CH3:28][C:29]1[CH:34]=[C:33]([O:35][CH3:36])[CH:32]=[C:31]([CH3:37])[C:30]=1[S:38]([NH:20][C@H:7]([CH2:8][N:9]1[C:10](=[O:19])[C:11]2=[CH:18][CH:17]=[CH:16][CH:15]=[C:12]2[C:13]1=[O:14])[C:6]([O:5][C:1]([CH3:4])([CH3:2])[CH3:3])=[O:21])(=[O:39])=[O:40], predict the reactants needed to synthesize it. The reactants are: [C:1]([O:5][C:6](=[O:21])[C@H:7]([NH2:20])[CH2:8][N:9]1[C:13](=[O:14])[C:12]2=[CH:15][CH:16]=[CH:17][CH:18]=[C:11]2[C:10]1=[O:19])([CH3:4])([CH3:3])[CH3:2].C[Si](C#N)(C)C.[CH3:28][C:29]1[CH:34]=[C:33]([O:35][CH3:36])[CH:32]=[C:31]([CH3:37])[C:30]=1[S:38](Cl)(=[O:40])=[O:39].Cl.